The task is: Regression/Classification. Given a drug SMILES string, predict its toxicity properties. Task type varies by dataset: regression for continuous values (e.g., LD50, hERG inhibition percentage) or binary classification for toxic/non-toxic outcomes (e.g., AMES mutagenicity, cardiotoxicity, hepatotoxicity). Dataset: herg_karim.. This data is from hERG potassium channel inhibition data for cardiac toxicity prediction from Karim et al.. (1) The drug is NC(=O)C(NC(=O)C1(N)CCCN(c2ncnc3[nH]ccc23)C1)c1ccc(Cl)cc1. The result is 0 (non-blocker). (2) The compound is Cc1nc(-c2ccc(C(F)(F)F)cc2)nc(OCCCN2CCCCC2)c1Cl. The result is 1 (blocker).